Dataset: NCI-60 drug combinations with 297,098 pairs across 59 cell lines. Task: Regression. Given two drug SMILES strings and cell line genomic features, predict the synergy score measuring deviation from expected non-interaction effect. (1) Drug 1: CC12CCC(CC1=CCC3C2CCC4(C3CC=C4C5=CN=CC=C5)C)O. Drug 2: C(=O)(N)NO. Cell line: MDA-MB-435. Synergy scores: CSS=10.00, Synergy_ZIP=2.66, Synergy_Bliss=7.16, Synergy_Loewe=-3.01, Synergy_HSA=3.17. (2) Cell line: SF-268. Drug 2: CC1C(C(CC(O1)OC2CC(CC3=C2C(=C4C(=C3O)C(=O)C5=CC=CC=C5C4=O)O)(C(=O)C)O)N)O. Synergy scores: CSS=35.6, Synergy_ZIP=0.487, Synergy_Bliss=1.38, Synergy_Loewe=-24.3, Synergy_HSA=1.83. Drug 1: C1C(C(OC1N2C=NC(=NC2=O)N)CO)O. (3) Drug 1: CC1C(C(CC(O1)OC2CC(CC3=C2C(=C4C(=C3O)C(=O)C5=C(C4=O)C(=CC=C5)OC)O)(C(=O)C)O)N)O.Cl. Drug 2: CCC1(CC2CC(C3=C(CCN(C2)C1)C4=CC=CC=C4N3)(C5=C(C=C6C(=C5)C78CCN9C7C(C=CC9)(C(C(C8N6C)(C(=O)OC)O)OC(=O)C)CC)OC)C(=O)OC)O.OS(=O)(=O)O. Cell line: HCT-15. Synergy scores: CSS=17.9, Synergy_ZIP=-1.48, Synergy_Bliss=1.45, Synergy_Loewe=-0.542, Synergy_HSA=0.0496.